This data is from Catalyst prediction with 721,799 reactions and 888 catalyst types from USPTO. The task is: Predict which catalyst facilitates the given reaction. (1) Reactant: CCN=C=NCCCN(C)C.[C:12]([O:16][C:17]([NH:19][C:20]1[CH:28]=[N:27][CH:26]=[CH:25][C:21]=1[C:22]([OH:24])=O)=[O:18])([CH3:15])([CH3:14])[CH3:13].[NH2:29][C:30]1[CH:35]=[C:34]([C:36]([F:39])([F:38])[F:37])[CH:33]=[CH:32][C:31]=1[OH:40]. Product: [C:12]([O:16][C:17]([NH:19][C:20]1[CH:28]=[N:27][CH:26]=[CH:25][C:21]=1[C:22]([NH:29][C:30]1[CH:35]=[C:34]([C:36]([F:37])([F:38])[F:39])[CH:33]=[CH:32][C:31]=1[OH:40])=[O:24])=[O:18])([CH3:13])([CH3:14])[CH3:15]. The catalyst class is: 17. (2) Reactant: [NH2:1][CH2:2][C:3]1[CH:4]=[C:5]([C:9]#[C:10][C:11]2[C:12]([NH:17][C:18]3[CH:23]=[CH:22][C:21]([O:24][CH2:25][C:26]4[CH:31]=[CH:30][CH:29]=[C:28]([F:32])[CH:27]=4)=[C:20]([Cl:33])[CH:19]=3)=[N:13][CH:14]=[N:15][CH:16]=2)[CH:6]=[CH:7][CH:8]=1.CN(C=O)C.[CH:39]([S:41]([CH3:44])(=[O:43])=[O:42])=[CH2:40].C(N(CC)CC)C. Product: [Cl:33][C:20]1[CH:19]=[C:18]([NH:17][C:12]2[C:11]([C:10]#[C:9][C:5]3[CH:6]=[CH:7][CH:8]=[C:3]([CH2:2][NH:1][CH2:40][CH2:39][S:41]([CH3:44])(=[O:43])=[O:42])[CH:4]=3)=[CH:16][N:15]=[CH:14][N:13]=2)[CH:23]=[CH:22][C:21]=1[O:24][CH2:25][C:26]1[CH:31]=[CH:30][CH:29]=[C:28]([F:32])[CH:27]=1. The catalyst class is: 28. (3) Reactant: [OH:1][CH2:2][C:3]1[CH:21]=[CH:20][C:6]2[S:7][CH:8]=[C:9]([C:10]3[CH:18]=[CH:17][C:13]([C:14]([OH:16])=O)=[CH:12][C:11]=3[CH3:19])[C:5]=2[CH:4]=1.[NH:22]1[CH2:27][CH2:26][S:25](=[O:29])(=[O:28])[CH2:24][CH2:23]1.CN(C(ON1N=NC2C=CC=NC1=2)=[N+](C)C)C.F[P-](F)(F)(F)(F)F.CCN(C(C)C)C(C)C. Product: [O:28]=[S:25]1(=[O:29])[CH2:26][CH2:27][N:22]([C:14]([C:13]2[CH:17]=[CH:18][C:10]([C:9]3[C:5]4[CH:4]=[C:3]([CH2:2][OH:1])[CH:21]=[CH:20][C:6]=4[S:7][CH:8]=3)=[C:11]([CH3:19])[CH:12]=2)=[O:16])[CH2:23][CH2:24]1. The catalyst class is: 31. (4) Reactant: [Cl:1][C:2]1[CH:7]=[CH:6][C:5]([C:8]([C:10]2[N:11]([CH3:41])[CH:12]=[C:13]([CH:15]([OH:40])[C:16]3[N:17]=[CH:18][N:19]([C:21]([C:34]4[CH:39]=[CH:38][CH:37]=[CH:36][CH:35]=4)([C:28]4[CH:33]=[CH:32][CH:31]=[CH:30][CH:29]=4)[C:22]4[CH:27]=[CH:26][CH:25]=[CH:24][CH:23]=4)[CH:20]=3)[CH:14]=2)=[O:9])=[CH:4][CH:3]=1. Product: [Cl:1][C:2]1[CH:7]=[CH:6][C:5]([C:8]([C:10]2[N:11]([CH3:41])[CH:12]=[C:13]([C:15]([C:16]3[N:17]=[CH:18][N:19]([C:21]([C:22]4[CH:23]=[CH:24][CH:25]=[CH:26][CH:27]=4)([C:34]4[CH:35]=[CH:36][CH:37]=[CH:38][CH:39]=4)[C:28]4[CH:33]=[CH:32][CH:31]=[CH:30][CH:29]=4)[CH:20]=3)=[O:40])[CH:14]=2)=[O:9])=[CH:4][CH:3]=1. The catalyst class is: 485.